Dataset: Full USPTO retrosynthesis dataset with 1.9M reactions from patents (1976-2016). Task: Predict the reactants needed to synthesize the given product. Given the product [O:64]1[CH2:65][CH2:66][CH2:67][CH2:68][CH:63]1[O:62][NH:61][C:28]([C:25]1[CH:24]=[N:23][C:22]([N:19]2[CH2:18][CH2:17][C:16]3[C:15]4[C:10](=[CH:11][CH:12]=[CH:13][CH:14]=4)[N:9]([CH2:8][CH2:7][N:1]4[CH2:2][CH2:3][O:4][CH2:5][CH2:6]4)[C:21]=3[CH2:20]2)=[N:27][CH:26]=1)=[O:29], predict the reactants needed to synthesize it. The reactants are: [N:1]1([CH2:7][CH2:8][N:9]2[C:21]3[CH2:20][N:19]([C:22]4[N:27]=[CH:26][C:25]([C:28](O)=[O:29])=[CH:24][N:23]=4)[CH2:18][CH2:17][C:16]=3[C:15]3[C:10]2=[CH:11][CH:12]=[CH:13][CH:14]=3)[CH2:6][CH2:5][O:4][CH2:3][CH2:2]1.CCN=C=NCCCN(C)C.C1C=CC2N(O)N=NC=2C=1.CCN(C(C)C)C(C)C.[NH2:61][O:62][CH:63]1[CH2:68][CH2:67][CH2:66][CH2:65][O:64]1.